Dataset: Experimentally validated miRNA-target interactions with 360,000+ pairs, plus equal number of negative samples. Task: Binary Classification. Given a miRNA mature sequence and a target amino acid sequence, predict their likelihood of interaction. (1) The miRNA is hsa-miR-124-3p with sequence UAAGGCACGCGGUGAAUGCCAA. The protein sequence of the target gene is MQVSSLNEVKIYSLSCGKSLPEWLSDRKKRALQKKDVDVRRRIELIQDFEMPTVCTTIKVSKDGQYILATGTYKPRVRCYDTYQLSLKFERCLDSEVVTFEILSDDYSKIVFLHNDRYIEFHSQSGFYYKTRIPKFGRDFSYHYPSCDLYFVGASSEVYRLNLEQGRYLNPLQTDAAENNVCDINSVHGLFATGTIEGRVECWDPRTRNRVGLLDCALNSVTADSEINSLPTISALKFNGALTMAVGTTTGQVLLYDLRSDKPLLVKDHQYGLPIKSVHFQDSLDLILSADSRIVKMWNK.... Result: 1 (interaction). (2) The miRNA is mmu-miR-3069-5p with sequence UUGGCAGUCAAGAUAUUGUUUAGC. The protein sequence of the target gene is MATTKRVLYVGGLAEEVDDKVLHAAFIPFGDITDIQIPLDYETEKHRGFAFVEFELAEDAAAAIDNMNESELFGRTIRVNLAKPMRIKEGSSRPVWSDDDWLKKFSGKTLEENKEEEGSEPPKAETQEGEPIAKKARSNPQVYMDIKIGNKPAGRIQMLLRSDVVPMTAENFRCLCTHEKGFGFKGSSFHRIIPQFMCQGGDFTNHNGTGGKSIYGKKFDDENFILKHTGPGLLSMANSGPNTNGSQFFLTCDKTDWLDGKHVVFGEVTEGLDVLRQIEAQGSKDGKPKQKVIIADCGEY.... Result: 0 (no interaction). (3) The miRNA is hsa-miR-140-5p with sequence CAGUGGUUUUACCCUAUGGUAG. The protein sequence of the target gene is MRKTNMWFLERLRGSGENGASRGEAGDKSSKGPLYSNVLTPDKIPDFFIPPKLPSGPTEAEGQADLGPSTSEQNLASPGPRRAPRSPRLPAKLASESRSLLKAATRHVIQIESAEDWTAEEATNADPQAQGAMSLPSVPKAQTSYGFATLAESPHTRRKESLFHSEHGALAQVGSPGAGRRRAGAKGNGGDGGSREVGGALMSPSRYFSGGESDTGSSAESSPFGSPLLSRSVSLLKGFAQDSQAKVSQLKQSVGRHGSLSADDSTPDTSPGVRRRLSRRATPEPGPESGQAPRGEHTVK.... Result: 0 (no interaction).